From a dataset of Retrosynthesis with 50K atom-mapped reactions and 10 reaction types from USPTO. Predict the reactants needed to synthesize the given product. (1) Given the product CC(C)(C)CC/N=C/c1cccc(F)c1NCCN1CCOCC1, predict the reactants needed to synthesize it. The reactants are: CC(C)(C)CCN.O=Cc1cccc(F)c1NCCN1CCOCC1. (2) Given the product CC(=O)n1ncc2c(C#N)cccc21, predict the reactants needed to synthesize it. The reactants are: CC(=O)OC(C)=O.N#Cc1cccc2[nH]ncc12.